Dataset: Reaction yield outcomes from USPTO patents with 853,638 reactions. Task: Predict the reaction yield, written as a fraction of the theoretical maximum amount of product (1.0 means a 100% yield; for example, 0.34 means a 34% yield). (1) The reactants are [F:1][C:2]1([F:23])[CH2:6][CH2:5][N:4]([CH2:7][CH2:8][O:9][C:10]2[CH:15]=[CH:14][C:13]([NH2:16])=[CH:12][C:11]=2[C:17]2[N:18]([CH3:22])[N:19]=[CH:20][CH:21]=2)[CH2:3]1.[F:24][C:25]1[CH:33]=[CH:32][C:28]([C:29](Cl)=[O:30])=[CH:27][C:26]=1[CH3:34].C(N(CC)CC)C. The catalyst is C1COCC1. The product is [F:23][C:2]1([F:1])[CH2:6][CH2:5][N:4]([CH2:7][CH2:8][O:9][C:10]2[CH:15]=[CH:14][C:13]([NH:16][C:29](=[O:30])[C:28]3[CH:32]=[CH:33][C:25]([F:24])=[C:26]([CH3:34])[CH:27]=3)=[CH:12][C:11]=2[C:17]2[N:18]([CH3:22])[N:19]=[CH:20][CH:21]=2)[CH2:3]1. The yield is 0.320. (2) The reactants are CC(C)([O-])C.[K+].C(C1C=CC=CC=1)(=O)C1C=CC=CC=1.[CH3:21][N:22]1[C@@H:38]2[CH2:39][C:27]3[CH:28]=[CH:29][C:30]([O:41][CH3:42])=[C:31]4[O:32][C@H:33]5[C@@H:34]([OH:40])[CH2:35][CH2:36][C@@H:37]2[C@:25]5([C:26]=34)[CH2:24][CH2:23]1.Cl. The catalyst is C1C=CC=CC=1. The product is [CH3:21][N:22]1[C@@H:38]2[CH2:39][C:27]3[CH:28]=[CH:29][C:30]([O:41][CH3:42])=[C:31]4[O:32][C@H:33]5[C:34]([CH2:35][CH2:36][C@@H:37]2[C@:25]5([C:26]=34)[CH2:24][CH2:23]1)=[O:40]. The yield is 0.550.